This data is from Forward reaction prediction with 1.9M reactions from USPTO patents (1976-2016). The task is: Predict the product of the given reaction. (1) Given the reactants [CH3:1][O:2][C:3]1[CH:4]=[C:5]([Mg]Br)[CH:6]=[CH:7][CH:8]=1.[C:11]([O:15][C:16]([N:18]1[CH2:22][CH2:21][CH2:20][C:19]1=[O:23])=[O:17])([CH3:14])([CH3:13])[CH3:12], predict the reaction product. The product is: [C:11]([O:15][C:16](=[O:17])[NH:18][CH2:22][CH2:21][CH2:20][C:19]([C:5]1[CH:6]=[CH:7][CH:8]=[C:3]([O:2][CH3:1])[CH:4]=1)=[O:23])([CH3:14])([CH3:12])[CH3:13]. (2) Given the reactants [CH:1]1([NH2:4])[CH2:3][CH2:2]1.[C:5]([Cl:17])(=O)[O:6]C1C=CC([N+]([O-])=O)=CC=1.Cl.Cl.[NH2:20][CH2:21][CH2:22][N:23]1[C:31]2[C:30]([NH:32][C:33]3[CH:38]=[CH:37][C:36]([O:39][C:40]4[C:45]5[CH:46]=[CH:47][S:48][C:44]=5[CH:43]=[CH:42][CH:41]=4)=[C:35]([Cl:49])[CH:34]=3)=[N:29][CH:28]=[N:27][C:26]=2[CH:25]=[CH:24]1.C(=O)([O-])O.[Na+], predict the reaction product. The product is: [ClH:17].[S:48]1[C:44]2[CH:43]=[CH:42][CH:41]=[C:40]([O:39][C:36]3[CH:37]=[CH:38][C:33]([NH:32][C:30]4[C:31]5[N:23]([CH2:22][CH2:21][NH:20][C:5]([NH:4][CH:1]6[CH2:3][CH2:2]6)=[O:6])[CH:24]=[CH:25][C:26]=5[N:27]=[CH:28][N:29]=4)=[CH:34][C:35]=3[Cl:49])[C:45]=2[CH:46]=[CH:47]1.